Predict the reactants needed to synthesize the given product. From a dataset of Full USPTO retrosynthesis dataset with 1.9M reactions from patents (1976-2016). (1) The reactants are: [CH:1]1[C:10]2[C:5](=[C:6]([O:11][CH2:12][C@@H:13]([N:15]3C(=O)C4C(=CC=CC=4)C3=O)[CH3:14])[CH:7]=[CH:8][CH:9]=2)[CH:4]=[CH:3][N:2]=1.O.NN.C(O)(=O)C. Given the product [CH:1]1[C:10]2[C:5](=[C:6]([O:11][CH2:12][C@@H:13]([NH2:15])[CH3:14])[CH:7]=[CH:8][CH:9]=2)[CH:4]=[CH:3][N:2]=1, predict the reactants needed to synthesize it. (2) Given the product [CH:1]1([N:4]2[C:13]3[C:8](=[CH:9][C:10]([F:16])=[C:11]([N:20]([CH3:21])[CH3:19])[C:12]=3[CH3:14])[C:7](=[O:17])[NH:6][C:5]2=[O:18])[CH2:3][CH2:2]1, predict the reactants needed to synthesize it. The reactants are: [CH:1]1([N:4]2[C:13]3[C:8](=[CH:9][C:10]([F:16])=[C:11](F)[C:12]=3[CH3:14])[C:7](=[O:17])[NH:6][C:5]2=[O:18])[CH2:3][CH2:2]1.[CH3:19][N:20](C)[CH:21]=O. (3) Given the product [N+:7]([CH2:10][C@@H:11]([C:12]1[CH:17]=[CH:16][CH:15]=[CH:14][CH:13]=1)[C:1](=[O:6])[CH2:2][CH2:3][CH:4]=[CH2:5])([O-:9])=[O:8], predict the reactants needed to synthesize it. The reactants are: [CH:1](=[O:6])[CH2:2][CH2:3][CH:4]=[CH2:5].[N+:7](/[CH:10]=[CH:11]/[C:12]1[CH:17]=[CH:16][CH:15]=[CH:14][CH:13]=1)([O-:9])=[O:8].CCOCC.[Na+].[Cl-]. (4) The reactants are: [Cl:1][C:2]1[C:3]([OH:12])=[C:4]([O:10][CH3:11])[CH:5]=[C:6]([CH:9]=1)[CH:7]=[O:8].C(=O)([O-])[O-].[Cs+].[Cs+].Br[CH2:20][C:21]([O:23][CH2:24][CH3:25])=[O:22]. Given the product [Cl:1][C:2]1[CH:9]=[C:6]([CH:7]=[O:8])[CH:5]=[C:4]([O:10][CH3:11])[C:3]=1[O:12][CH2:20][C:21]([O:23][CH2:24][CH3:25])=[O:22], predict the reactants needed to synthesize it. (5) The reactants are: [CH3:1][O:2][C:3](=[O:12])[C:4]1[CH:9]=[CH:8][C:7]([CH:10]=[O:11])=[CH:6][CH:5]=1.[CH2:13]([Mg]Cl)[CH2:14][CH3:15]. Given the product [CH3:1][O:2][C:3](=[O:12])[C:4]1[CH:9]=[CH:8][C:7]([CH:10]([OH:11])[CH2:13][CH2:14][CH3:15])=[CH:6][CH:5]=1, predict the reactants needed to synthesize it. (6) Given the product [OH:39][CH:40]1[C:56]2[C:55](=[O:57])[O:54][C:53]3[C:44](=[CH:45][CH:46]=[C:47]4[C:52]=3[CH:51]=[CH:50][CH:49]=[CH:48]4)[C:43]=2[O:42][CH2:41]1, predict the reactants needed to synthesize it. The reactants are: COC1C=C2C(OC(=O)C3C=COC=32)=C2C=1C=CC=C2.C1C2C(=CC=C3C=2OC(=O)C2C=COC3=2)C=CC=1.[OH:39][CH:40]1[C:56]2[C:55](=[O:57])[O:54][C:53]3[C:44](=[CH:45][C:46](OC)=[C:47]4[C:52]=3[CH:51]=[CH:50][CH:49]=[CH:48]4)[C:43]=2[O:42][CH2:41]1.